This data is from SARS-CoV-2 main protease (3CLPro) crystallographic fragment screen with 879 compounds. The task is: Binary Classification. Given a drug SMILES string, predict its activity (active/inactive) in a high-throughput screening assay against a specified biological target. (1) The drug is CNc1ncccn1. The result is 0 (inactive). (2) The compound is CCNc1ccc(C)nn1. The result is 0 (inactive). (3) The compound is CN(Cc1cccc(C(F)(F)F)c1)C(=O)CCl. The result is 0 (inactive). (4) The result is 0 (inactive). The compound is Cc1ccsc1CNC(C)(C)CO. (5) The drug is NC(=O)C1CCCn2ccnc21. The result is 0 (inactive). (6) The drug is CC(N)CN1CCOCC1. The result is 0 (inactive). (7) The molecule is CC1CCCN(C(=O)CO)C1. The result is 0 (inactive).